Dataset: Catalyst prediction with 721,799 reactions and 888 catalyst types from USPTO. Task: Predict which catalyst facilitates the given reaction. (1) Reactant: [NH2:1][C@@H:2]([CH2:5][CH3:6])[CH2:3][OH:4].C([O-])([O-])=O.[K+].[K+].[Br:13][C:14]1[CH:15]=[C:16]([CH:21]=[CH:22][C:23]=1[CH2:24]Br)[C:17]([O:19][CH3:20])=[O:18]. Product: [Br:13][C:14]1[CH:15]=[C:16]([CH:21]=[CH:22][C:23]=1[CH2:24][NH:1][C@@H:2]([CH2:5][CH3:6])[CH2:3][OH:4])[C:17]([O:19][CH3:20])=[O:18]. The catalyst class is: 23. (2) Reactant: [Cl:1][C:2]1[CH:11]=[C:10]2[C:5]([CH:6]=[C:7]([C:15]3[C:20]([Cl:21])=[CH:19][CH:18]=[CH:17][C:16]=3[Cl:22])[C:8](=N)[N:9]2[CH2:12][CH3:13])=[CH:4][N:3]=1.CC(OC(C)=O)=[O:25]. Product: [Cl:1][C:2]1[CH:11]=[C:10]2[C:5]([CH:6]=[C:7]([C:15]3[C:20]([Cl:21])=[CH:19][CH:18]=[CH:17][C:16]=3[Cl:22])[C:8](=[O:25])[N:9]2[CH2:12][CH3:13])=[CH:4][N:3]=1. The catalyst class is: 33. (3) Reactant: [CH2:1]([O:8][C:9]1[CH:14]=[CH:13][C:12]([C:15]2[NH:41][C:18]3=[N:19][C:20]([CH:23]4[CH2:28][CH2:27][N:26]([C:29](=[O:40])[C@H:30]([NH:32]C(=O)OC(C)(C)C)[CH3:31])[CH2:25][CH2:24]4)=[CH:21][CH:22]=[C:17]3[N:16]=2)=[CH:11][CH:10]=1)[C:2]1[CH:7]=[CH:6][CH:5]=[CH:4][CH:3]=1.C(O)(C(F)(F)F)=O. Product: [NH2:32][C@H:30]([CH3:31])[C:29]([N:26]1[CH2:27][CH2:28][CH:23]([C:20]2[N:19]=[C:18]3[NH:41][C:15]([C:12]4[CH:13]=[CH:14][C:9]([O:8][CH2:1][C:2]5[CH:3]=[CH:4][CH:5]=[CH:6][CH:7]=5)=[CH:10][CH:11]=4)=[N:16][C:17]3=[CH:22][CH:21]=2)[CH2:24][CH2:25]1)=[O:40]. The catalyst class is: 2. (4) Reactant: [CH2:1]([O:5][C:6]1[N:14]=[C:13]2[C:9]([NH:10][C:11](=[O:37])[N:12]2[CH2:15][C:16]2[CH:21]=[CH:20][C:19]([O:22][CH2:23][CH2:24][CH2:25][CH2:26][N:27]3[CH2:32][CH2:31][CH:30]([C:33]([O:35]C)=[O:34])[CH2:29][CH2:28]3)=[CH:18][CH:17]=2)=[C:8]([NH2:38])[N:7]=1)[CH2:2][CH2:3][CH3:4].Cl. Product: [CH2:1]([O:5][C:6]1[N:14]=[C:13]2[C:9]([NH:10][C:11](=[O:37])[N:12]2[CH2:15][C:16]2[CH:17]=[CH:18][C:19]([O:22][CH2:23][CH2:24][CH2:25][CH2:26][N:27]3[CH2:28][CH2:29][CH:30]([C:33]([OH:35])=[O:34])[CH2:31][CH2:32]3)=[CH:20][CH:21]=2)=[C:8]([NH2:38])[N:7]=1)[CH2:2][CH2:3][CH3:4]. The catalyst class is: 74. (5) Reactant: C1C(=O)N([Br:8])C(=O)C1.[NH:9]1[C:14]2[CH:15]=[CH:16][CH:17]=[CH:18][C:13]=2[CH2:12][CH2:11][S:10]1(=[O:20])=[O:19].O.CCOC(C)=O. Product: [Br:8][C:17]1[CH:16]=[CH:15][C:14]2[NH:9][S:10](=[O:19])(=[O:20])[CH2:11][CH2:12][C:13]=2[CH:18]=1. The catalyst class is: 3. (6) Reactant: [CH2:1]([O:8][C@@H:9]1[C@@H:15]([O:16][CH2:17][C:18]2[CH:23]=[CH:22][CH:21]=[CH:20][CH:19]=2)[C@H:14]([O:24][CH2:25][C:26]2[CH:31]=[CH:30][CH:29]=[CH:28][CH:27]=2)[C@@H:13]([CH2:32][O:33][CH2:34][C:35]2[CH:40]=[CH:39][CH:38]=[CH:37][CH:36]=2)[S:12][C:10]1([C:41]1[CH:46]=[C:45]([CH:47]2OCC[O:48]2)[C:44]([CH3:52])=[CH:43][C:42]=1[O:53][CH2:54][C:55]1[CH:60]=[CH:59][CH:58]=[CH:57][CH:56]=1)[OH:11])[C:2]1[CH:7]=[CH:6][CH:5]=[CH:4][CH:3]=1.O. Product: [CH2:1]([O:8][C@@H:9]1[C@@H:15]([O:16][CH2:17][C:18]2[CH:19]=[CH:20][CH:21]=[CH:22][CH:23]=2)[C@H:14]([O:24][CH2:25][C:26]2[CH:31]=[CH:30][CH:29]=[CH:28][CH:27]=2)[C@@H:13]([CH2:32][O:33][CH2:34][C:35]2[CH:36]=[CH:37][CH:38]=[CH:39][CH:40]=2)[S:12][C:10]1([C:41]1[CH:46]=[C:45]([CH:47]=[O:48])[C:44]([CH3:52])=[CH:43][C:42]=1[O:53][CH2:54][C:55]1[CH:56]=[CH:57][CH:58]=[CH:59][CH:60]=1)[OH:11])[C:2]1[CH:7]=[CH:6][CH:5]=[CH:4][CH:3]=1. The catalyst class is: 632. (7) Reactant: Br[C:2]1[S:3][C:4]([Cl:7])=[CH:5][CH:6]=1.[S:8]1[CH:12]=[CH:11][CH:10]=[C:9]1B(O)O.C(=O)([O-])[O-].[Na+].[Na+]. Product: [Cl:7][C:4]1[S:3][C:2]([C:9]2[S:8][CH:12]=[CH:11][CH:10]=2)=[CH:6][CH:5]=1. The catalyst class is: 564. (8) Reactant: C1(P(=[CH:20][C:21]([O:23][CH3:24])=[O:22])(C2C=CC=CC=2)C2C=CC=CC=2)C=CC=CC=1.[Br:25][C:26]1[CH:33]=[CH:32][C:29]([CH:30]=O)=[C:28]([F:34])[CH:27]=1.O. Product: [Br:25][C:26]1[CH:33]=[CH:32][C:29]([CH:30]=[CH:20][C:21]([O:23][CH3:24])=[O:22])=[C:28]([F:34])[CH:27]=1. The catalyst class is: 11.